From a dataset of Full USPTO retrosynthesis dataset with 1.9M reactions from patents (1976-2016). Predict the reactants needed to synthesize the given product. (1) The reactants are: Br[C:2]1[C:3]2[C:4]3[CH:17]=[CH:16][S:15][C:5]=3[C:6](=[O:14])[NH:7][C:8]=2[CH:9]=[CH:10][C:11]=1[O:12][CH3:13].[OH:18][CH2:19][CH:20]([NH:22][S:23]([C:26]1[CH:31]=[CH:30][C:29](B2OC(C)(C)C(C)(C)O2)=[CH:28][CH:27]=1)(=[O:25])=[O:24])[CH3:21]. Given the product [OH:18][CH2:19][CH:20]([NH:22][S:23]([C:26]1[CH:31]=[CH:30][C:29]([C:2]2[C:3]3[C:4]4[CH:17]=[CH:16][S:15][C:5]=4[C:6](=[O:14])[NH:7][C:8]=3[CH:9]=[CH:10][C:11]=2[O:12][CH3:13])=[CH:28][CH:27]=1)(=[O:25])=[O:24])[CH3:21], predict the reactants needed to synthesize it. (2) Given the product [NH2:6][C:5]1[CH:7]=[CH:8][C:2]([C:12]#[N:13])=[CH:3][C:4]=1[N+:9]([O-:11])=[O:10], predict the reactants needed to synthesize it. The reactants are: Br[C:2]1[CH:8]=[CH:7][C:5]([NH2:6])=[C:4]([N+:9]([O-:11])=[O:10])[CH:3]=1.[CH3:12][N:13](C)C=O.